From a dataset of Reaction yield outcomes from USPTO patents with 853,638 reactions. Predict the reaction yield, written as a fraction of the theoretical maximum amount of product (1.0 means a 100% yield; for example, 0.34 means a 34% yield). (1) The catalyst is CN(C=O)C. The product is [Cl:1][C:2]1[CH:3]=[C:4]([NH:16][C:17]2[C:29]3[C:28]4[CH2:27][CH2:26][N:25]([C:30](=[O:40])[CH:31]=[CH:32][CH2:33][CH2:34][N:48]([CH3:49])[CH3:47])[CH2:24][C:23]=4[S:22][C:21]=3[N:20]=[CH:19][N:18]=2)[CH:5]=[CH:6][C:7]=1[O:8][CH2:9][C:10]1[CH:15]=[CH:14][CH:13]=[CH:12][N:11]=1. The yield is 0.200. The reactants are [Cl:1][C:2]1[CH:3]=[C:4]([NH:16][C:17]2[C:29]3[C:28]4[CH2:27][CH2:26][N:25]([C:30](=[O:40])[CH:31]=[CH:32][CH2:33][CH2:34]OS(C)(=O)=O)[CH2:24][C:23]=4[S:22][C:21]=3[N:20]=[CH:19][N:18]=2)[CH:5]=[CH:6][C:7]=1[O:8][CH2:9][C:10]1[CH:15]=[CH:14][CH:13]=[CH:12][N:11]=1.C(=O)([O-])[O-].[Cs+].[Cs+].[CH3:47][NH:48][CH3:49]. (2) The reactants are [O:1]1[CH2:6][CH2:5][C:4](=[N:7][NH:8][CH2:9][CH2:10][C:11]#[N:12])[CH2:3][CH2:2]1.[OH-].[Na+]. The catalyst is C(O)CC. The product is [O:1]1[CH2:2][CH2:3][CH:4]([N:7]2[C:11]([NH2:12])=[CH:10][CH:9]=[N:8]2)[CH2:5][CH2:6]1. The yield is 0.320. (3) The catalyst is C(OCC)(=O)C. The reactants are [CH3:1][O:2][CH2:3][CH2:4][CH2:5][C:6]1[C:16]2[O:15][CH2:14][CH2:13][N:12](C(OC(C)(C)C)=O)[CH2:11][C:10]=2[CH:9]=[CH:8][CH:7]=1.C(OCC)(=O)C.[ClH:30]. The yield is 0.779. The product is [ClH:30].[CH3:1][O:2][CH2:3][CH2:4][CH2:5][C:6]1[C:16]2[O:15][CH2:14][CH2:13][NH:12][CH2:11][C:10]=2[CH:9]=[CH:8][CH:7]=1. (4) The reactants are [Cl:1][C:2]1[CH:8]=[C:7]([O:9][C:10]2[C:19]3[C:14](=[CH:15][C:16]([O:22][CH3:23])=[C:17]([O:20][CH3:21])[CH:18]=3)[N:13]=[CH:12][N:11]=2)[CH:6]=[CH:5][C:3]=1[NH2:4].C1(C)C=CC=CC=1.C(N(CC)CC)C.Cl[C:39](Cl)([O:41][C:42](=[O:48])OC(Cl)(Cl)Cl)Cl.[C:50]([C:54]1[CH:59]=[CH:58][C:57]([S:60][CH2:61][CH2:62]CO)=[CH:56][CH:55]=1)([CH3:53])([CH3:52])[CH3:51]. The catalyst is C(Cl)Cl. The product is [Cl:1][C:2]1[CH:8]=[C:7]([O:9][C:10]2[C:19]3[C:14](=[CH:15][C:16]([O:22][CH3:23])=[C:17]([O:20][CH3:21])[CH:18]=3)[N:13]=[CH:12][N:11]=2)[CH:6]=[CH:5][C:3]=1[NH:4][C:42](=[O:48])[O:41][CH2:39][CH2:62][CH2:61][S:60][C:57]1[CH:58]=[CH:59][C:54]([C:50]([CH3:51])([CH3:53])[CH3:52])=[CH:55][CH:56]=1. The yield is 0.470. (5) The reactants are [NH2:1][C:2]1[C:7]([NH2:8])=[CH:6][CH:5]=[C:4]([Cl:9])[N:3]=1.[F:10][C:11]1[CH:19]=[CH:18][C:14]([C:15](O)=O)=[CH:13][CH:12]=1. No catalyst specified. The product is [Cl:9][C:4]1[N:3]=[C:2]2[N:1]=[C:15]([C:14]3[CH:18]=[CH:19][C:11]([F:10])=[CH:12][CH:13]=3)[NH:8][C:7]2=[CH:6][CH:5]=1. The yield is 0.440. (6) The reactants are [CH3:1][N:2]1[CH:6]=[C:5]([C:7]2[C:15]3[C:10](=[N:11][CH:12]=[C:13]([CH2:16][CH2:17][CH2:18][CH2:19][OH:20])[CH:14]=3)[N:9](S(C3C=CC=CC=3)(=O)=O)[CH:8]=2)[CH:4]=[N:3]1.[OH-].[Na+]. The catalyst is CCO.CCOC(C)=O.[Cl-].[Na+].O. The product is [CH3:1][N:2]1[CH:6]=[C:5]([C:7]2[C:15]3[C:10](=[N:11][CH:12]=[C:13]([CH2:16][CH2:17][CH2:18][CH2:19][OH:20])[CH:14]=3)[NH:9][CH:8]=2)[CH:4]=[N:3]1. The yield is 0.310. (7) The reactants are CS(C)=O.[CH:5]1([CH:11]([OH:20])[CH:12]([C:14]2[CH:19]=[CH:18][CH:17]=[CH:16][CH:15]=2)[CH3:13])[CH2:10][CH2:9][CH2:8][CH2:7][CH2:6]1.O=P12OP3(OP(OP(O3)(O1)=O)(=O)O2)=O.CCN(CC)CC. The catalyst is C(Cl)Cl. The product is [C:14]1([CH:12]([C:11]([CH:5]2[CH2:10][CH2:9][CH2:8][CH2:7][CH2:6]2)=[O:20])[CH3:13])[CH:19]=[CH:18][CH:17]=[CH:16][CH:15]=1. The yield is 0.854. (8) The reactants are [Br:1][C:2]1[CH:3]=[C:4]([OH:9])[CH:5]=[CH:6][C:7]=1[Cl:8].N1C=CN=C1.[C:15]([Si:19]([CH3:22])([CH3:21])Cl)([CH3:18])([CH3:17])[CH3:16]. The catalyst is ClCCl.O. The product is [Br:1][C:2]1[CH:3]=[C:4]([CH:5]=[CH:6][C:7]=1[Cl:8])[O:9][Si:19]([C:15]([CH3:18])([CH3:17])[CH3:16])([CH3:22])[CH3:21]. The yield is 0.980. (9) The reactants are [Cl:1][C:2]1[C:7]([N+:8]([O-:10])=[O:9])=[C:6](Cl)[CH:5]=[C:4]([CH3:12])[N:3]=1.Cl.[CH2:14]([O:16][C:17](=[O:27])[CH2:18][C@@H:19]([NH2:26])[C:20]1[CH:25]=[CH:24][CH:23]=[CH:22][CH:21]=1)[CH3:15].CCN(C(C)C)C(C)C. The catalyst is CC(N(C)C)=O.C(OCC)(=O)C. The product is [CH2:14]([O:16][C:17](=[O:27])[CH2:18][C@@H:19]([NH:26][C:6]1[CH:5]=[C:4]([CH3:12])[N:3]=[C:2]([Cl:1])[C:7]=1[N+:8]([O-:10])=[O:9])[C:20]1[CH:21]=[CH:22][CH:23]=[CH:24][CH:25]=1)[CH3:15]. The yield is 0.510.